From a dataset of Forward reaction prediction with 1.9M reactions from USPTO patents (1976-2016). Predict the product of the given reaction. Given the reactants [C:1]([N:8]1[CH2:13][CH2:12][NH:11][CH2:10][CH2:9]1)([O:3][C:4]([CH3:7])([CH3:6])[CH3:5])=[O:2].[F:14][C:15]1[C:22]([F:23])=[C:21](F)[CH:20]=[CH:19][C:16]=1[C:17]#[N:18], predict the reaction product. The product is: [C:4]([O:3][C:1]([N:8]1[CH2:9][CH2:10][N:11]([C:21]2[CH:20]=[CH:19][C:16]([C:17]#[N:18])=[C:15]([F:14])[C:22]=2[F:23])[CH2:12][CH2:13]1)=[O:2])([CH3:7])([CH3:6])[CH3:5].